Dataset: hERG Central: cardiac toxicity at 1µM, 10µM, and general inhibition. Task: Predict hERG channel inhibition at various concentrations. The compound is COc1cc2c(cc1OC)-c1c(OC)c(OC)c(OC)c3ccnc(c13)C2=O. Results: hERG_inhib (hERG inhibition (general)): blocker.